This data is from Full USPTO retrosynthesis dataset with 1.9M reactions from patents (1976-2016). The task is: Predict the reactants needed to synthesize the given product. (1) Given the product [C:1]([CH2:3][O:4][C:5]1[CH:6]=[CH:7][C:8](/[C:11](/[C:20]2[CH:21]=[CH:22][C:23]([C:26]([F:27])([F:29])[F:28])=[CH:24][CH:25]=2)=[CH:12]\[CH:13]=[CH:14]\[C:15]([OH:17])=[O:16])=[CH:9][CH:10]=1)#[N:2], predict the reactants needed to synthesize it. The reactants are: [C:1]([CH2:3][O:4][C:5]1[CH:10]=[CH:9][C:8](/[C:11](/[C:20]2[CH:25]=[CH:24][C:23]([C:26]([F:29])([F:28])[F:27])=[CH:22][CH:21]=2)=[CH:12]\[CH:13]=[CH:14]\[C:15]([O:17]CC)=[O:16])=[CH:7][CH:6]=1)#[N:2].O.[OH-].[Li+].CO.O. (2) The reactants are: [C:1]([Si:5]([O:18][C:19]1[CH:24]=[C:23]([F:25])[CH:22]=[C:21]([F:26])[CH:20]=1)([C:12]1[CH:17]=[CH:16][CH:15]=[CH:14][CH:13]=1)[C:6]1[CH:11]=[CH:10][CH:9]=[CH:8][CH:7]=1)([CH3:4])([CH3:3])[CH3:2].[Li]CCCC.[CH2:32]([O:34][C:35](=[O:38])[CH:36]=[O:37])[CH3:33]. Given the product [CH2:32]([O:34][C:35](=[O:38])[CH:36]([C:22]1[C:23]([F:25])=[CH:24][C:19]([O:18][Si:5]([C:1]([CH3:4])([CH3:2])[CH3:3])([C:6]2[CH:7]=[CH:8][CH:9]=[CH:10][CH:11]=2)[C:12]2[CH:17]=[CH:16][CH:15]=[CH:14][CH:13]=2)=[CH:20][C:21]=1[F:26])[OH:37])[CH3:33], predict the reactants needed to synthesize it. (3) Given the product [CH2:23]([N:4]([CH2:1][CH2:2][CH3:3])[C:5]([C:7]1[CH:8]=[C:9]([CH:14]=[C:15]([C:17]2[O:18][CH:19]=[C:20]([CH3:22])[N:21]=2)[CH:16]=1)[C:10]([OH:12])=[O:11])=[O:6])[CH2:24][CH3:25], predict the reactants needed to synthesize it. The reactants are: [CH2:1]([N:4]([CH2:23][CH2:24][CH3:25])[C:5]([C:7]1[CH:8]=[C:9]([CH:14]=[C:15]([C:17]2[O:18][CH:19]=[C:20]([CH3:22])[N:21]=2)[CH:16]=1)[C:10]([O:12]C)=[O:11])=[O:6])[CH2:2][CH3:3]. (4) Given the product [CH:14]1([N:13]([CH:7]2[CH2:8][CH2:9][CH2:10][CH2:11][CH2:12]2)[C:2]([NH:4][C:5]([NH:27][C:28]2[S:29][CH:30]=[CH:31][N:32]=2)=[O:6])=[O:3])[CH2:15][CH2:16][CH2:17][CH2:18][CH2:19]1, predict the reactants needed to synthesize it. The reactants are: Cl[C:2]([N:4]=[C:5]=[O:6])=[O:3].[CH:7]1([NH:13][CH:14]2[CH2:19][CH2:18][CH2:17][CH2:16][CH2:15]2)[CH2:12][CH2:11][CH2:10][CH2:9][CH2:8]1.C(N(CC)CC)C.[NH2:27][C:28]1[S:29][CH:30]=[CH:31][N:32]=1. (5) The reactants are: [NH2:1][C:2]1[S:3][C:4]2[C:10]([C:11]#[N:12])=[C:9]([O:13][C:14]3[CH:15]=[C:16]([NH:20][C:21](=[O:33])[C:22]4[CH:27]=[CH:26][CH:25]=[C:24]([C:28]([C:31]#[N:32])([CH3:30])[CH3:29])[CH:23]=4)[CH:17]=[CH:18][CH:19]=3)[CH:8]=[CH:7][C:5]=2[N:6]=1.Cl[CH2:35][C:36](Cl)=[O:37].C(=O)([O-])O.[Na+].C(N(CC)CC)C.[CH3:51][N:52]1[CH2:57][CH2:56][NH:55][CH2:54][CH2:53]1. Given the product [C:31]([C:28]([C:24]1[CH:23]=[C:22]([CH:27]=[CH:26][CH:25]=1)[C:21]([NH:20][C:16]1[CH:17]=[CH:18][CH:19]=[C:14]([O:13][C:9]2[CH:8]=[CH:7][C:5]3[N:6]=[C:2]([NH:1][C:36](=[O:37])[CH2:35][N:55]4[CH2:56][CH2:57][N:52]([CH3:51])[CH2:53][CH2:54]4)[S:3][C:4]=3[C:10]=2[C:11]#[N:12])[CH:15]=1)=[O:33])([CH3:30])[CH3:29])#[N:32], predict the reactants needed to synthesize it. (6) The reactants are: [N:1]1[CH:6]=[CH:5][CH:4]=[CH:3][C:2]=1[C:7]([O:9]CC)=O.O.[NH2:13][NH2:14].C(OCC)C. Given the product [N:1]1[CH:6]=[CH:5][CH:4]=[CH:3][C:2]=1[C:7]([NH:13][NH2:14])=[O:9], predict the reactants needed to synthesize it. (7) Given the product [C:15]([NH:19][C:2]1[CH:7]=[CH:6][C:5]([N+:8]([O-:10])=[O:9])=[CH:4][C:3]=1[CH2:11][C:12]([OH:14])=[O:13])([CH3:18])([CH3:17])[CH3:16], predict the reactants needed to synthesize it. The reactants are: F[C:2]1[CH:7]=[CH:6][C:5]([N+:8]([O-:10])=[O:9])=[CH:4][C:3]=1[CH2:11][C:12]([OH:14])=[O:13].[C:15]([NH2:19])([CH3:18])([CH3:17])[CH3:16]. (8) Given the product [OH:26][NH:25][C:18](=[O:19])/[CH:17]=[CH:16]/[C:11]1[CH:12]=[CH:13][CH:14]=[CH:15][C:10]=1[NH:9][CH2:8][C:7]1[CH:22]=[CH:23][CH:24]=[C:5]([CH2:4][CH2:3][CH2:2][OH:1])[CH:6]=1, predict the reactants needed to synthesize it. The reactants are: [OH:1][CH2:2][CH2:3][CH2:4][C:5]1[CH:6]=[C:7]([CH:22]=[CH:23][CH:24]=1)[CH2:8][NH:9][C:10]1[CH:15]=[CH:14][CH:13]=[CH:12][C:11]=1/[CH:16]=[CH:17]/[C:18](OC)=[O:19].[NH2:25][OH:26].[OH-].[Na+]. (9) Given the product [CH3:37][O:38][C:2]1[C:11]2[C:6](=[CH:7][CH:8]=[C:9]([S:12][C:13]3[N:17]4[CH:18]=[C:19]([C:22]5[CH:23]=[N:24][N:25]([CH3:27])[CH:26]=5)[CH:20]=[CH:21][C:16]4=[N:15][N:14]=3)[CH:10]=2)[N:5]=[CH:4][C:3]=1[N:28]1[CH2:33][CH2:32][N:31]([C:34](=[O:36])[CH3:35])[CH2:30][CH2:29]1, predict the reactants needed to synthesize it. The reactants are: Cl[C:2]1[C:11]2[C:6](=[CH:7][CH:8]=[C:9]([S:12][C:13]3[N:17]4[CH:18]=[C:19]([C:22]5[CH:23]=[N:24][N:25]([CH3:27])[CH:26]=5)[CH:20]=[CH:21][C:16]4=[N:15][N:14]=3)[CH:10]=2)[N:5]=[CH:4][C:3]=1[N:28]1[CH2:33][CH2:32][N:31]([C:34](=[O:36])[CH3:35])[CH2:30][CH2:29]1.[CH3:37][O-:38].[Na+].